This data is from Peptide-MHC class I binding affinity with 185,985 pairs from IEDB/IMGT. The task is: Regression. Given a peptide amino acid sequence and an MHC pseudo amino acid sequence, predict their binding affinity value. This is MHC class I binding data. (1) The MHC is HLA-A29:02 with pseudo-sequence HLA-A29:02. The binding affinity (normalized) is 0.169. The peptide sequence is WIEFTNFKV. (2) The peptide sequence is RPAEEATSL. The MHC is HLA-B51:01 with pseudo-sequence HLA-B51:01. The binding affinity (normalized) is 0. (3) The peptide sequence is VHAPSSRRTTL. The MHC is Mamu-B1001 with pseudo-sequence Mamu-B1001. The binding affinity (normalized) is 0.939. (4) The peptide sequence is DEFVADIPS. The MHC is HLA-B15:01 with pseudo-sequence HLA-B15:01. The binding affinity (normalized) is 0.0847. (5) The peptide sequence is TTFPVNGGY. The MHC is HLA-B27:05 with pseudo-sequence HLA-B27:05. The binding affinity (normalized) is 0.0847. (6) The peptide sequence is AFFAERLYY. The MHC is HLA-A01:01 with pseudo-sequence YFAMYQENMAHTDANTLYIIYRDYTWVARVYRGY. The binding affinity (normalized) is 0.0847.